From a dataset of Full USPTO retrosynthesis dataset with 1.9M reactions from patents (1976-2016). Predict the reactants needed to synthesize the given product. (1) Given the product [F:1][C:2]([F:17])([F:18])[C:3]1[CH:8]=[CH:7][C:6]([O:9][C:10]([CH2:11][F:12])([C:13]#[C:14][Br:31])[CH2:15][F:16])=[CH:5][CH:4]=1, predict the reactants needed to synthesize it. The reactants are: [F:1][C:2]([F:18])([F:17])[C:3]1[CH:8]=[CH:7][C:6]([O:9][C:10]([CH2:15][F:16])([C:13]#[CH:14])[CH2:11][F:12])=[CH:5][CH:4]=1.COC(C)(C)C.CC(C)([O-])C.[K+].[Br:31]Br. (2) Given the product [CH2:1]([C:8]1([C:13]2[CH:14]=[C:15]3[C:19](=[CH:20][CH:21]=2)[NH:18][C:17]([C:22]([NH2:23])=[O:24])=[CH:16]3)[CH2:12][CH2:11][NH:10][CH2:9]1)[C:2]1[CH:7]=[CH:6][CH:5]=[CH:4][CH:3]=1, predict the reactants needed to synthesize it. The reactants are: [CH2:1]([C:8]1([C:13]2[CH:14]=[C:15]3[C:19](=[CH:20][CH:21]=2)[NH:18][C:17]([C:22]#[N:23])=[CH:16]3)[CH2:12][CH2:11][NH:10][CH2:9]1)[C:2]1[CH:7]=[CH:6][CH:5]=[CH:4][CH:3]=1.[OH2:24].[OH-].[K+].